This data is from Reaction yield outcomes from USPTO patents with 853,638 reactions. The task is: Predict the reaction yield, written as a fraction of the theoretical maximum amount of product (1.0 means a 100% yield; for example, 0.34 means a 34% yield). (1) The product is [CH3:43][S:44]([OH:47])(=[O:46])=[O:45].[CH3:43][S:44]([OH:47])(=[O:46])=[O:45].[CH3:38][O:37][C:35]1[CH:36]=[C:31]([C:28]2[CH:27]=[CH:26][C:25]([N:22]3[CH2:21][CH2:20][N:19]([C:16]4[CH:17]=[CH:18][C:13]([C:5]5[CH:4]=[C:3]([O:2][CH3:1])[C:8]([O:9][CH3:10])=[C:7]([O:11][CH3:12])[CH:6]=5)=[N:14][CH:15]=4)[CH2:24][CH2:23]3)=[CH:30][N:29]=2)[CH:32]=[C:33]([O:41][CH3:42])[C:34]=1[O:39][CH3:40]. The reactants are [CH3:1][O:2][C:3]1[CH:4]=[C:5]([C:13]2[CH:18]=[CH:17][C:16]([N:19]3[CH2:24][CH2:23][N:22]([C:25]4[CH:26]=[CH:27][C:28]([C:31]5[CH:36]=[C:35]([O:37][CH3:38])[C:34]([O:39][CH3:40])=[C:33]([O:41][CH3:42])[CH:32]=5)=[N:29][CH:30]=4)[CH2:21][CH2:20]3)=[CH:15][N:14]=2)[CH:6]=[C:7]([O:11][CH3:12])[C:8]=1[O:9][CH3:10].[CH3:43][S:44]([OH:47])(=[O:46])=[O:45]. The catalyst is CO.C(Cl)Cl. The yield is 0.890. (2) The reactants are ICI.[CH2:4]([Zn]CC)C.[CH2:9]([O:11][C:12](=[O:40])[CH2:13][N:14]1[C:22]2[CH2:21][CH2:20][CH2:19][C@@H:18]([NH:23][S:24]([C:27]3[CH:32]=[C:31]([C:33]([F:36])([F:35])[F:34])[CH:30]=[C:29]([C:37]([CH3:39])=[CH2:38])[CH:28]=3)(=[O:26])=[O:25])[C:17]=2[CH:16]=[N:15]1)[CH3:10].[Cl-].[NH4+]. The catalyst is C1(C)C=CC=CC=1. The product is [CH2:9]([O:11][C:12](=[O:40])[CH2:13][N:14]1[C:22]2[CH2:21][CH2:20][CH2:19][C@@H:18]([NH:23][S:24]([C:27]3[CH:32]=[C:31]([C:33]([F:35])([F:36])[F:34])[CH:30]=[C:29]([C:37]4([CH3:4])[CH2:39][CH2:38]4)[CH:28]=3)(=[O:26])=[O:25])[C:17]=2[CH:16]=[N:15]1)[CH3:10]. The yield is 0.180. (3) The reactants are [OH:1]/[N:2]=[C:3](\Cl)/[C:4]1[CH:9]=[CH:8][CH:7]=[C:6]([F:10])[CH:5]=1.[C:12]([O:17][CH2:18][CH3:19])(=[O:16])[C:13]#[C:14][CH3:15].C(N(CC)CC)C. The catalyst is C(OCC)C. The product is [CH2:18]([O:17][C:12]([C:13]1[C:3]([C:4]2[CH:9]=[CH:8][CH:7]=[C:6]([F:10])[CH:5]=2)=[N:2][O:1][C:14]=1[CH3:15])=[O:16])[CH3:19]. The yield is 0.390. (4) The reactants are [O:1]=[C:2]([N:8]([CH2:23][C:24]1[CH:29]=[CH:28][CH:27]=[CH:26][CH:25]=1)[CH2:9][C@H:10]1[CH2:15][O:14][CH2:13][CH2:12][N:11]1CC1C=CC=CC=1)[C:3](OCC)=[O:4]. The catalyst is [Pd].CCOC(C)=O. The product is [C:24]1([CH2:23][N:8]2[C:2](=[O:1])[C:3](=[O:4])[N:11]3[C@H:10]([CH2:15][O:14][CH2:13][CH2:12]3)[CH2:9]2)[CH:29]=[CH:28][CH:27]=[CH:26][CH:25]=1. The yield is 0.540.